Dataset: Catalyst prediction with 721,799 reactions and 888 catalyst types from USPTO. Task: Predict which catalyst facilitates the given reaction. (1) Reactant: C(N(CC)CC)C.[CH:8]1([C:11](Cl)=[O:12])[CH2:10][CH2:9]1.[NH2:14][C@@H:15]1[CH2:20][CH2:19][N:18]([C:21]([O:23][C:24]([CH3:27])([CH3:26])[CH3:25])=[O:22])[CH2:17][C@H:16]1[OH:28]. Product: [CH:8]1([C:11]([NH:14][C@@H:15]2[CH2:20][CH2:19][N:18]([C:21]([O:23][C:24]([CH3:26])([CH3:25])[CH3:27])=[O:22])[CH2:17][C@H:16]2[OH:28])=[O:12])[CH2:10][CH2:9]1. The catalyst class is: 7. (2) Reactant: [OH:1][C:2]1([C:11]2[CH:18]=[CH:17][C:14]([C:15]#[N:16])=[CH:13][CH:12]=2)[CH2:7][CH2:6][CH2:5][N:4]2[CH:8]=[N:9][CH:10]=[C:3]12.[H-].[Na+].[CH3:21]I.O. Product: [CH3:21][O:1][C:2]1([C:11]2[CH:18]=[CH:17][C:14]([C:15]#[N:16])=[CH:13][CH:12]=2)[CH2:7][CH2:6][CH2:5][N:4]2[CH:8]=[N:9][CH:10]=[C:3]12. The catalyst class is: 213. (3) Reactant: [Cl:1][C:2]1[C:7]([C:8]2[CH:13]=[CH:12][C:11]([F:14])=[CH:10][CH:9]=2)=[C:6](Cl)[N:5]2[N:16]=[C:17]([CH:19]3[CH2:21][CH2:20]3)[N:18]=[C:4]2[N:3]=1.O.C1COCC1.[NH4+].[Cl-]. Product: [Cl:1][C:2]1[C:7]([C:8]2[CH:13]=[CH:12][C:11]([F:14])=[CH:10][CH:9]=2)=[CH:6][N:5]2[N:16]=[C:17]([CH:19]3[CH2:21][CH2:20]3)[N:18]=[C:4]2[N:3]=1. The catalyst class is: 490.